Dataset: Forward reaction prediction with 1.9M reactions from USPTO patents (1976-2016). Task: Predict the product of the given reaction. (1) The product is: [NH2:1][C:2]1[C:10]2[C:5](=[N:6][CH:7]=[CH:8][N:9]=2)[S:4][C:3]=1[C:11]([NH:13][C:14]1[CH:15]=[C:16]([C:17](=[O:19])[NH:24][C:25]2[CH:30]=[CH:29][CH:28]=[C:27]([C:31]([F:32])([F:33])[F:34])[CH:26]=2)[CH:20]=[CH:21][C:22]=1[CH3:23])=[O:12]. Given the reactants [NH2:1][C:2]1[C:10]2[C:5](=[N:6][CH:7]=[CH:8][N:9]=2)[S:4][C:3]=1[C:11]([NH:13][C:14]1[CH:15]=[C:16]([CH:20]=[CH:21][C:22]=1[CH3:23])[C:17]([OH:19])=O)=[O:12].[NH2:24][C:25]1[CH:26]=[C:27]([C:31]([F:34])([F:33])[F:32])[CH:28]=[CH:29][CH:30]=1.CN(C(ON1N=NC2C=CC=CC1=2)=[N+](C)C)C.[B-](F)(F)(F)F.CCN(C(C)C)C(C)C.C(O)(=O)CC(CC(O)=O)(C(O)=O)O, predict the reaction product. (2) Given the reactants [F:1][C:2]1[C:3]([C:8]2([CH2:12][N:13]([C:21]3[N:22]=[N:23][C:24]([CH:27]=O)=[CH:25][CH:26]=3)[C:14](=[O:20])[O:15][C:16]([CH3:19])([CH3:18])[CH3:17])[CH2:11][CH2:10][CH2:9]2)=[N:4][CH:5]=[CH:6][CH:7]=1.Cl.[NH2:30][OH:31].C([O-])(=O)C.[Na+].N1C=CC=CC=1.C1C(=O)N(Cl)C(=O)C1.[C:51]([O:55][CH3:56])(=[O:54])[C:52]#[CH:53], predict the reaction product. The product is: [CH3:56][O:55][C:51]([C:52]1[O:31][N:30]=[C:27]([C:24]2[N:23]=[N:22][C:21]([N:13]([C:14]([O:15][C:16]([CH3:17])([CH3:19])[CH3:18])=[O:20])[CH2:12][C:8]3([C:3]4[C:2]([F:1])=[CH:7][CH:6]=[CH:5][N:4]=4)[CH2:9][CH2:10][CH2:11]3)=[CH:26][CH:25]=2)[CH:53]=1)=[O:54].